Dataset: Forward reaction prediction with 1.9M reactions from USPTO patents (1976-2016). Task: Predict the product of the given reaction. (1) Given the reactants C([N:8]1[C:17]2[C:12](=[CH:13][C:14]([O:18][C:19](=[O:32])[NH:20][C:21]3[CH:26]=[CH:25][C:24]([Cl:27])=[C:23]([C:28]([F:31])([F:30])[F:29])[CH:22]=3)=[CH:15][CH:16]=2)[CH2:11][CH2:10][CH2:9]1)C1C=CC=CC=1.[H][H], predict the reaction product. The product is: [NH:8]1[C:17]2[C:12](=[CH:13][C:14]([O:18][C:19](=[O:32])[NH:20][C:21]3[CH:26]=[CH:25][C:24]([Cl:27])=[C:23]([C:28]([F:29])([F:30])[F:31])[CH:22]=3)=[CH:15][CH:16]=2)[CH2:11][CH2:10][CH2:9]1. (2) Given the reactants [C:1]([O:5][C:6]([N:8]1[CH2:12][C@@H:11]([CH2:13][N:14]([CH:31]([CH3:33])[CH3:32])[C:15](=[O:30])[C:16]2[CH:21]=[CH:20][C:19]([O:22][CH3:23])=[C:18]([O:24][CH2:25][CH2:26][CH2:27][O:28][CH3:29])[CH:17]=2)[C@H:10]([CH:34]=O)[CH2:9]1)=[O:7])([CH3:4])([CH3:3])[CH3:2].[CH:36]1([NH2:39])[CH2:38][CH2:37]1.C(Cl)Cl.CO.[NH4+].[OH-], predict the reaction product. The product is: [C:1]([O:5][C:6]([N:8]1[CH2:12][C@@H:11]([CH2:13][N:14]([CH:31]([CH3:33])[CH3:32])[C:15](=[O:30])[C:16]2[CH:21]=[CH:20][C:19]([O:22][CH3:23])=[C:18]([O:24][CH2:25][CH2:26][CH2:27][O:28][CH3:29])[CH:17]=2)[C@H:10]([CH2:34][NH:39][CH:36]2[CH2:38][CH2:37]2)[CH2:9]1)=[O:7])([CH3:4])([CH3:3])[CH3:2]. (3) The product is: [Cl:14][C:7]1[CH:8]=[C:9]([O:12][CH3:13])[CH:10]=[CH:11][C:6]=1[CH3:1]. Given the reactants [CH3:1]B(O)O.Br[C:6]1[CH:11]=[CH:10][C:9]([O:12][CH3:13])=[CH:8][C:7]=1[Cl:14].P([O-])([O-])([O-])=O.[K+].[K+].[K+], predict the reaction product.